Dataset: Full USPTO retrosynthesis dataset with 1.9M reactions from patents (1976-2016). Task: Predict the reactants needed to synthesize the given product. (1) Given the product [C:14]([C:9]1[C:8]2[C:12](=[CH:13][C:5]([CH2:4][C:3]([O:2][CH3:1])=[O:17])=[CH:6][CH:7]=2)[N:11]([CH2:35][C:36]([OH:38])=[O:37])[CH:10]=1)(=[O:16])[CH3:15], predict the reactants needed to synthesize it. The reactants are: [CH3:1][O:2][C:3](=[O:17])[CH2:4][C:5]1[CH:13]=[C:12]2[C:8]([C:9]([C:14](=[O:16])[CH3:15])=[CH:10][NH:11]2)=[CH:7][CH:6]=1.C(C1C2C(=CC=C(OC(F)(F)F)C=2)N([CH2:35][C:36]([OH:38])=[O:37])C=1)(=O)C. (2) The reactants are: [CH3:1][O:2][C:3]([CH:5]1[CH2:10][CH2:9][O:8][CH2:7][CH2:6]1)=[O:4].[OH-:11].[Na+:12]. Given the product [CH3:1][O:2][C:3]([CH:5]1[CH2:10][CH2:9][O:8][CH2:7][CH2:6]1)=[O:4].[OH-:11].[Na+:12], predict the reactants needed to synthesize it. (3) The reactants are: C(OC([NH:8][CH2:9][CH2:10][NH:11][C:12]1[N:17]=[C:16]([O:18][C:19]2[CH:20]=[C:21]([CH3:33])[C:22]3[CH:26]([CH2:27][C:28]([OH:30])=[O:29])[O:25][B:24]([OH:31])[C:23]=3[CH:32]=2)[CH:15]=[CH:14][N:13]=1)=O)(C)(C)C.[ClH:34]. Given the product [ClH:34].[NH2:8][CH2:9][CH2:10][NH:11][C:12]1[N:17]=[C:16]([O:18][C:19]2[CH:20]=[C:21]([CH3:33])[C:22]3[CH:26]([CH2:27][C:28]([OH:30])=[O:29])[O:25][B:24]([OH:31])[C:23]=3[CH:32]=2)[CH:15]=[CH:14][N:13]=1, predict the reactants needed to synthesize it. (4) Given the product [C:1]([C:4]1[CH:5]=[C:6]2[C:10](=[CH:11][CH:12]=1)[NH:9][C:8](=[O:13])[C:7]2=[C:14]([NH:21][CH2:22][C:23]([OH:25])=[O:24])[C:15]1[CH:20]=[CH:19][CH:18]=[CH:17][CH:16]=1)(=[O:3])[CH3:2], predict the reactants needed to synthesize it. The reactants are: [C:1]([C:4]1[CH:5]=[C:6]2[C:10](=[CH:11][CH:12]=1)[NH:9][C:8](=[O:13])[C:7]2=[C:14]([N:21](OC)[CH2:22][C:23]([OH:25])=[O:24])[C:15]1[CH:20]=[CH:19][CH:18]=[CH:17][CH:16]=1)(=[O:3])[CH3:2].CO.Cl. (5) Given the product [C@@H:31]12[CH2:37][C@@H:34]([N:35]([CH2:25][C@@H:24]([N:6]3[C@H:7]([C:17]4[CH:22]=[CH:21][C:20]([Cl:23])=[CH:19][CH:18]=4)[C@@H:8]([C:10]4[CH:15]=[CH:14][CH:13]=[C:12]([Cl:16])[CH:11]=4)[CH2:9][C@@:4]([CH2:1][CH:2]=[CH2:3])([CH3:30])[C:5]3=[O:29])[CH2:27][CH3:28])[CH2:36]1)[CH2:33][O:32]2, predict the reactants needed to synthesize it. The reactants are: [CH2:1]([C@@:4]1([CH3:30])[CH2:9][C@H:8]([C:10]2[CH:15]=[CH:14][CH:13]=[C:12]([Cl:16])[CH:11]=2)[C@@H:7]([C:17]2[CH:22]=[CH:21][C:20]([Cl:23])=[CH:19][CH:18]=2)[N:6]([C@@H:24]([CH2:27][CH3:28])[CH:25]=O)[C:5]1=[O:29])[CH:2]=[CH2:3].[C@@H:31]12[CH2:37][C@@H:34]([NH:35][CH2:36]1)[CH2:33][O:32]2.C(O[BH-](OC(=O)C)OC(=O)C)(=O)C.[Na+].C(O)(=O)C. (6) The reactants are: [Cl:1][C:2]1[CH:30]=[CH:29][CH:28]=[CH:27][C:3]=1[CH2:4][N:5]([C:11]1[C:16]([C:17]([F:20])([F:19])[F:18])=[CH:15][C:14]([N+:21]([O-])=O)=[CH:13][C:12]=1[N+:24]([O-])=O)[C:6](=[O:10])[O:7][CH2:8][CH3:9]. Given the product [Cl:1][C:2]1[CH:30]=[CH:29][CH:28]=[CH:27][C:3]=1[CH2:4][N:5]([C:11]1[C:16]([C:17]([F:20])([F:19])[F:18])=[CH:15][C:14]([NH2:21])=[CH:13][C:12]=1[NH2:24])[C:6](=[O:10])[O:7][CH2:8][CH3:9], predict the reactants needed to synthesize it. (7) Given the product [CH3:12][N:13]1[CH2:18][CH2:17][N:16]([C:19]2[N:24]3[CH:25]=[C:26]([CH2:28][NH:11][CH:9]4[C:10]5[N:1]=[CH:2][CH:3]=[CH:4][C:5]=5[CH2:6][CH2:7][CH2:8]4)[N:27]=[C:23]3[CH:22]=[CH:21][CH:20]=2)[CH2:15][CH2:14]1, predict the reactants needed to synthesize it. The reactants are: [N:1]1[C:10]2[CH:9]([NH2:11])[CH2:8][CH2:7][CH2:6][C:5]=2[CH:4]=[CH:3][CH:2]=1.[CH3:12][N:13]1[CH2:18][CH2:17][N:16]([C:19]2[N:24]3[CH:25]=[C:26]([CH:28]=O)[N:27]=[C:23]3[CH:22]=[CH:21][CH:20]=2)[CH2:15][CH2:14]1.C(OC)(OC)OC.[BH4-].[Na+].C(=O)([O-])[O-].[Na+].[Na+]. (8) Given the product [Cl:37][C:32]1[C:31]([CH3:38])=[N:30][C:29]2[N:34]([N:35]=[C:27]3[CH2:26][N:25]([C:23]([C:18]4[CH:19]=[CH:20][CH:21]=[CH:22][C:17]=4[O:16][CH2:15][CH:11]4[O:12][CH2:13][CH2:14][NH:9][CH2:10]4)=[O:24])[CH2:39][C:28]3=2)[C:33]=1[CH3:36], predict the reactants needed to synthesize it. The reactants are: Cl.C(OC([N:9]1[CH2:14][CH2:13][O:12][CH:11]([CH2:15][O:16][C:17]2[CH:22]=[CH:21][CH:20]=[CH:19][C:18]=2[C:23]([N:25]2[CH2:39][C:28]3=[C:29]4[N:34]([N:35]=[C:27]3[CH2:26]2)[C:33]([CH3:36])=[C:32]([Cl:37])[C:31]([CH3:38])=[N:30]4)=[O:24])[CH2:10]1)=O)(C)(C)C.O. (9) Given the product [F:16][C:15]([F:18])([F:17])[C:68]([OH:69])=[O:34].[Cl:1][C:2]1[CH:3]=[C:4]([NH:19][C:20]2[C:30]3[CH:29]=[C:28]([C:31]([NH:56][CH2:57][CH:58]([OH:59])[C:60]4[CH:65]=[CH:64][CH:63]=[CH:62][CH:61]=4)=[O:32])[CH2:27][CH2:26][NH:25][C:24]=3[N:23]=[CH:22][N:21]=2)[CH:5]=[CH:6][C:7]=1[O:8][C:9]1[CH:14]=[CH:13][CH:12]=[C:11]([C:15]([F:17])([F:16])[F:18])[CH:10]=1, predict the reactants needed to synthesize it. The reactants are: [Cl:1][C:2]1[CH:3]=[C:4]([NH:19][C:20]2[C:30]3[CH:29]=[C:28]([C:31](O)=[O:32])[CH2:27][CH2:26][NH:25][C:24]=3[N:23]=[CH:22][N:21]=2)[CH:5]=[CH:6][C:7]=1[O:8][C:9]1[CH:14]=[CH:13][CH:12]=[C:11]([C:15]([F:18])([F:17])[F:16])[CH:10]=1.[OH:34]N1C2C=CC=CC=2N=N1.Cl.C(N=C=NCCCN(C)C)C.[NH2:56][CH2:57][CH:58]([C:60]1[CH:65]=[CH:64][CH:63]=[CH:62][CH:61]=1)[OH:59].CN(C)[CH:68]=[O:69]. (10) Given the product [OH:10][C:7]1[CH:8]=[CH:9][C:4]([N+:1]([O-:3])=[O:2])=[CH:5][C:6]=1[C:15](=[O:17])[CH3:16], predict the reactants needed to synthesize it. The reactants are: [N+:1]([C:4]1[CH:9]=[CH:8][C:7]([OH:10])=[CH:6][CH:5]=1)([O-:3])=[O:2].[Cl-].[Al+3].[Cl-].[Cl-].[C:15](Cl)(=[O:17])[CH3:16].